From a dataset of Catalyst prediction with 721,799 reactions and 888 catalyst types from USPTO. Predict which catalyst facilitates the given reaction. (1) Reactant: [Cl:1][C:2]([F:11])([F:10])[C:3]([F:9])([F:8])[C:4](OC)=[O:5].[CH3:12][C:13]1[CH:18]=[C:17]([CH3:19])[CH:16]=[CH:15][C:14]=1[NH:20][NH2:21]. Product: [Cl:1][C:2]([F:11])([F:10])[C:3]([F:9])([F:8])[C:4]([NH:21][NH:20][C:14]1[CH:15]=[CH:16][C:17]([CH3:19])=[CH:18][C:13]=1[CH3:12])=[O:5]. The catalyst class is: 8. (2) Product: [CH:1]1([C:6]2[CH:7]=[CH:8][C:9]([C:12]([OH:14])=[O:13])=[N:10][CH:11]=2)[CH2:2][CH2:3][CH2:4][CH2:5]1. The catalyst class is: 43. Reactant: [C:1]1([C:6]2[CH:7]=[CH:8][C:9]([C:12]([OH:14])=[O:13])=[N:10][CH:11]=2)[CH2:5][CH2:4][CH2:3][CH:2]=1. (3) Reactant: [H-].[Na+].Cl[CH2:4][CH2:5][S:6](Cl)(=[O:8])=[O:7].[Cl:10][C:11]1[CH:12]=[C:13]([CH:28]=[CH:29][CH:30]=1)[O:14][C:15]1[CH:20]=[CH:19][C:18]([C:21]2[C:22]([NH2:27])=[N:23][CH:24]=[CH:25][CH:26]=2)=[CH:17][CH:16]=1. Product: [Cl:10][C:11]1[CH:12]=[C:13]([CH:28]=[CH:29][CH:30]=1)[O:14][C:15]1[CH:20]=[CH:19][C:18]([C:21]2[C:22]3=[N:27][S:6](=[O:8])(=[O:7])[CH2:5][CH2:4][N:23]3[CH:24]=[CH:25][CH:26]=2)=[CH:17][CH:16]=1. The catalyst class is: 1. (4) Reactant: [CH2:1]([C:5]1[CH:10]=[CH:9][C:8]([C:11]#[C:12][C:13]2[CH:21]=[CH:20][C:16]([C:17]([OH:19])=O)=[CH:15][CH:14]=2)=[CH:7][CH:6]=1)[CH2:2][CH2:3][CH3:4].CCN=C=NCCCN(C)C.Cl.C1C=CC2N(O)N=NC=2C=1.CCN(C(C)C)C(C)C.[CH2:53]([NH:59][CH2:60][C:61]1[CH:73]=[CH:72][C:64]2[O:65][C:66]([CH3:71])([CH3:70])[O:67][C:68](=[O:69])[C:63]=2[CH:62]=1)[CH2:54][CH2:55][CH2:56][CH2:57][CH3:58]. Product: [CH2:1]([C:5]1[CH:6]=[CH:7][C:8]([C:11]#[C:12][C:13]2[CH:14]=[CH:15][C:16]([C:17]([N:59]([CH2:60][C:61]3[CH:73]=[CH:72][C:64]4[O:65][C:66]([CH3:71])([CH3:70])[O:67][C:68](=[O:69])[C:63]=4[CH:62]=3)[CH2:53][CH2:54][CH2:55][CH2:56][CH2:57][CH3:58])=[O:19])=[CH:20][CH:21]=2)=[CH:9][CH:10]=1)[CH2:2][CH2:3][CH3:4]. The catalyst class is: 2. (5) Reactant: O=O.[CH3:3][C:4](C)([O-])C.[K+].[C:9]([O:15][CH3:16])(=[O:14])[CH2:10][C:11]([CH3:13])=[O:12].C(I)C. Product: [CH2:3]([CH:10]([C:11](=[O:12])[CH3:13])[C:9]([O:15][CH3:16])=[O:14])[CH3:4]. The catalyst class is: 20. (6) Reactant: N[C:2]1[CH:7]=[C:6]([N+:8]([O-:10])=[O:9])[CH:5]=[CH:4][C:3]=1O.BrCCBr.[C:16]([O-:19])([O-])=O.[K+].[K+].[CH3:22][N:23](C=O)C. Product: [N+:8]([C:6]1[CH:5]=[CH:4][C:3]2[NH:23][CH2:22][CH2:16][O:19][C:2]=2[CH:7]=1)([O-:10])=[O:9]. The catalyst class is: 74. (7) Reactant: ClC(Cl)(O[C:5](=[O:11])OC(Cl)(Cl)Cl)Cl.[NH2:13][C:14]1[C:15]([F:38])=[C:16]([CH:35]=[CH:36][CH:37]=1)[CH2:17][N:18]1[CH2:23][CH2:22][N:21]([C:24]([O:26][CH2:27][C:28]2[CH:33]=[CH:32][CH:31]=[CH:30][CH:29]=2)=[O:25])[C@H:20]([CH3:34])[CH2:19]1.CCN(C(C)C)C(C)C.[NH2:48][C:49]1[CH:54]=[CH:53][N:52]=[C:51]([CH3:55])[CH:50]=1. The catalyst class is: 49. Product: [F:38][C:15]1[C:14]([NH:13][C:5]([NH:48][C:49]2[CH:54]=[CH:53][N:52]=[C:51]([CH3:55])[CH:50]=2)=[O:11])=[CH:37][CH:36]=[CH:35][C:16]=1[CH2:17][N:18]1[CH2:23][CH2:22][N:21]([C:24]([O:26][CH2:27][C:28]2[CH:33]=[CH:32][CH:31]=[CH:30][CH:29]=2)=[O:25])[C@H:20]([CH3:34])[CH2:19]1.